This data is from Experimentally validated miRNA-target interactions with 360,000+ pairs, plus equal number of negative samples. The task is: Binary Classification. Given a miRNA mature sequence and a target amino acid sequence, predict their likelihood of interaction. The miRNA is hsa-miR-942-3p with sequence CACAUGGCCGAAACAGAGAAGU. The protein sequence of the target gene is MGNSYAGQLKTTRFEEVLHNSIEASLRSNNLVPRPIFSQLYLEAEQQLAALEGGSRVDNEEEEEEGEGGLETNGPPNPFQLHPLPEGCCTTDGFCQAGKDLRLVSISNEPMDVPAGFLLVGVKSPSLPDHLLVCAVDKRFLPDDNGHNALLGFSGNCVGCGKKGFCYFTEFSNHINLKLTTQPKKQKHLKYYLVRNAQGTLTKGPLICWKGSEFRSRQIPASTCSSSLFPALESTAAFPSEPVPGTNPSILMGAQQAGPASDHPSLNAAMGPAVFNGKDSPKCQQLAKNNLLALPRPSAL.... Result: 0 (no interaction).